Dataset: Forward reaction prediction with 1.9M reactions from USPTO patents (1976-2016). Task: Predict the product of the given reaction. (1) Given the reactants Br[CH2:2][C:3]([C:5]1[C:10]([CH3:11])=[CH:9][C:8]([S:12]([C:15]2[CH:20]=[CH:19][C:18]([O:21][CH3:22])=[CH:17][CH:16]=2)(=[O:14])=[O:13])=[CH:7][C:6]=1[CH3:23])=O.[NH2:24][C:25]([NH2:27])=[S:26], predict the reaction product. The product is: [CH3:22][O:21][C:18]1[CH:19]=[CH:20][C:15]([S:12]([C:8]2[CH:9]=[C:10]([CH3:11])[C:5]([C:3]3[N:24]=[C:25]([NH2:27])[S:26][CH:2]=3)=[C:6]([CH3:23])[CH:7]=2)(=[O:14])=[O:13])=[CH:16][CH:17]=1. (2) Given the reactants Cl[C:2]1[N:7]=[CH:6][N:5]=[C:4]([NH:8][C:9]2[CH:10]=[C:11]([CH2:15][S:16]([NH2:19])(=[O:18])=[O:17])[CH:12]=[CH:13][CH:14]=2)[N:3]=1.[F:20][C:21]([F:28])([F:27])[C@@H:22]1[CH2:26][CH2:25][CH2:24][NH:23]1, predict the reaction product. The product is: [F:20][C:21]([F:28])([F:27])[C@@H:22]1[CH2:26][CH2:25][CH2:24][N:23]1[C:2]1[N:7]=[CH:6][N:5]=[C:4]([NH:8][C:9]2[CH:10]=[C:11]([CH2:15][S:16]([NH2:19])(=[O:18])=[O:17])[CH:12]=[CH:13][CH:14]=2)[N:3]=1. (3) Given the reactants [NH2:1][C:2]1[C:3]([C:9]([NH:11][NH2:12])=O)=[N:4][C:5]([Br:8])=[CH:6][N:7]=1.Cl.Cl.[NH2:15][C:16]1[CH:17]=[C:18]([CH:22]=[CH:23][CH:24]=1)[C:19](N)=[NH:20].CC[O-].[Na+].O, predict the reaction product. The product is: [NH2:15][C:16]1[CH:17]=[C:18]([C:19]2[NH:20][C:9]([C:3]3[C:2]([NH2:1])=[N:7][CH:6]=[C:5]([Br:8])[N:4]=3)=[N:11][N:12]=2)[CH:22]=[CH:23][CH:24]=1.